Dataset: Forward reaction prediction with 1.9M reactions from USPTO patents (1976-2016). Task: Predict the product of the given reaction. Given the reactants [CH3:1][O:2][C:3]1[CH:11]=[C:10]([S:12][CH3:13])[CH:9]=[CH:8][C:4]=1[C:5]([OH:7])=O.[CH3:14][O:15][C:16](=[O:23])[C@@H:17]([CH2:19][CH:20]([CH3:22])[CH3:21])[NH2:18], predict the reaction product. The product is: [CH3:1][O:2][C:3]1[CH:11]=[C:10]([S:12][CH3:13])[CH:9]=[CH:8][C:4]=1[C:5]([NH:18][C@H:17]([CH2:19][CH:20]([CH3:22])[CH3:21])[C:16]([O:15][CH3:14])=[O:23])=[O:7].